This data is from Catalyst prediction with 721,799 reactions and 888 catalyst types from USPTO. The task is: Predict which catalyst facilitates the given reaction. (1) Reactant: [CH3:1][C@:2]12[C@@:19]3([CH3:20])[CH:10]([C@:11]4([CH3:31])[C@@H:16]([CH2:17][CH2:18]3)[C:15]([CH3:22])([CH3:21])[C:14](OS(C(F)(F)F)(=O)=O)=[CH:13][CH2:12]4)[CH2:9][CH2:8][C@@H:7]1[C@H:6]1[C@H:32]([C:35]([CH3:37])=[CH2:36])[CH2:33][CH2:34][C@:5]1(C(OCC1C=CC=CC=1)=O)[CH2:4][CH2:3]2.CC1(C)C(C)(C)OB(/[CH:56]=[CH:57]/[C:58]([O:60][CH2:61][CH3:62])=[O:59])O1.[C:64](=[O:67])([O-:66])[O-].[Na+].[Na+]. Product: [CH2:61]([O:60][C:58](=[O:59])/[CH:57]=[CH:56]/[C:14]1[C:15]([CH3:22])([CH3:21])[C@H:16]2[C@:11]([CH3:31])([CH2:12][CH:13]=1)[CH:10]1[C@:19]([CH3:20])([C@@:2]3([CH3:1])[C@H:7]([CH2:8][CH2:9]1)[C@H:6]1[C@H:32]([C:35]([CH3:37])=[CH2:36])[CH2:33][CH2:34][C@:5]1([C:64]([O:66][CH2:1][C:2]1[CH:7]=[CH:6][CH:5]=[CH:4][CH:3]=1)=[O:67])[CH2:4][CH2:3]3)[CH2:18][CH2:17]2)[CH3:62]. The catalyst class is: 108. (2) Reactant: [NH2:1][C:2]1[CH:3]=[C:4]([CH:8]=[CH:9][CH:10]=1)[C:5]([OH:7])=[O:6].[Cl:11][C:12]1[C:17]([Cl:18])=[CH:16][CH:15]=[CH:14][C:13]=1[N:19]=[C:20]=[O:21]. Product: [C:5]([C:4]1[CH:3]=[C:2]([NH:1][C:20]([NH:19][C:13]2[CH:14]=[CH:15][CH:16]=[C:17]([Cl:18])[C:12]=2[Cl:11])=[O:21])[CH:10]=[CH:9][CH:8]=1)([OH:7])=[O:6]. The catalyst class is: 3. (3) Reactant: [NH2:1][C:2]1[C:3]([C:12]([NH:14][C@@H:15]([CH:20]2[CH2:24][CH2:23][CH2:22][CH2:21]2)[C:16]([O:18][CH3:19])=[O:17])=[O:13])=[CH:4][C:5]2[C:10]([CH:11]=1)=[CH:9][CH:8]=[CH:7][CH:6]=2.[Cl:25][C:26]1[CH:31]=[C:30]([Cl:32])[CH:29]=[C:28]([Cl:33])[C:27]=1[N:34]=[C:35]=[O:36]. Product: [CH:20]1([C@H:15]([NH:14][C:12]([C:3]2[C:2]([NH:1][C:35]([NH:34][C:27]3[C:28]([Cl:33])=[CH:29][C:30]([Cl:32])=[CH:31][C:26]=3[Cl:25])=[O:36])=[CH:11][C:10]3[C:5](=[CH:6][CH:7]=[CH:8][CH:9]=3)[CH:4]=2)=[O:13])[C:16]([O:18][CH3:19])=[O:17])[CH2:21][CH2:22][CH2:23][CH2:24]1. The catalyst class is: 17. (4) Product: [Br:1][C:2]1[C:11]2[C:6](=[CH:7][C:8]([C:12]3[O:16][C:15]([C:17]4[C:21]5[CH:22]=[CH:23][CH:24]=[CH:25][C:20]=5[O:19][C:18]=4[CH2:26][CH2:27][CH2:28][CH3:29])=[N:14][CH:13]=3)=[CH:9][CH:10]=2)[CH:5]=[CH:4][C:3]=1[O:30][CH2:31][C:32]1[NH:36][N:35]=[N:34][N:33]=1. Reactant: [Br:1][C:2]1[C:11]2[C:6](=[CH:7][C:8]([C:12]3[O:16][C:15]([C:17]4[C:21]5[CH:22]=[CH:23][CH:24]=[CH:25][C:20]=5[O:19][C:18]=4[CH2:26][CH2:27][CH2:28][CH3:29])=[N:14][CH:13]=3)=[CH:9][CH:10]=2)[CH:5]=[CH:4][C:3]=1[O:30][CH2:31][C:32]#[N:33].[N-:34]=[N+:35]=[N-:36].[Na+].[Cl-].[NH4+]. The catalyst class is: 3. (5) Product: [CH:1]([O:4][C:5]([N:7]1[CH2:8][CH2:9][CH:10]([N:13]2[C:17]3=[N:18][C:19]([C:28]4[CH:29]=[CH:30][C:31]([NH:34][C:35](=[N:37][CH3:38])[S:36][CH3:39])=[CH:32][CH:33]=4)=[N:20][C:21]([N:22]4[CH2:23][CH2:24][O:25][CH2:26][CH2:27]4)=[C:16]3[CH:15]=[N:14]2)[CH2:11][CH2:12]1)=[O:6])([CH3:3])[CH3:2]. Reactant: [CH:1]([O:4][C:5]([N:7]1[CH2:12][CH2:11][CH:10]([N:13]2[C:17]3=[N:18][C:19]([C:28]4[CH:33]=[CH:32][C:31]([NH:34][C:35]([NH:37][CH3:38])=[S:36])=[CH:30][CH:29]=4)=[N:20][C:21]([N:22]4[CH2:27][CH2:26][O:25][CH2:24][CH2:23]4)=[C:16]3[CH:15]=[N:14]2)[CH2:9][CH2:8]1)=[O:6])([CH3:3])[CH3:2].[C:39]([O-])([O-])=O.[K+].[K+].CI. The catalyst class is: 21. (6) Reactant: C(O[C:4](=[O:24])[CH2:5][O:6][Si:7]([C:20]([CH3:23])([CH3:22])[CH3:21])([C:14]1[CH:19]=[CH:18][CH:17]=[CH:16][CH:15]=1)[C:8]1[CH:13]=[CH:12][CH:11]=[CH:10][CH:9]=1)C.[CH3:25][CH2:26]CCCC.CC(C[AlH]CC(C)C)C.C1(C)C=CC=CC=1. Product: [CH2:25]([CH:5]([O:6][Si:7]([C:20]([CH3:21])([CH3:23])[CH3:22])([C:14]1[CH:15]=[CH:16][CH:17]=[CH:18][CH:19]=1)[C:8]1[CH:13]=[CH:12][CH:11]=[CH:10][CH:9]=1)[CH:4]=[O:24])[CH3:26]. The catalyst class is: 4. (7) Reactant: [CH2:1]([NH:8][C:9]1[C:14]2[C:15]([C:18]3[CH:23]=[CH:22][C:21]([CH3:24])=[CH:20][CH:19]=3)=[CH:16][S:17][C:13]=2[CH:12]=[CH:11][N:10]=1)[C:2]1[CH:7]=[CH:6][CH:5]=[CH:4][CH:3]=1.[Br:25]N1C(=O)CCC1=O. Product: [CH2:1]([NH:8][C:9]1[C:14]2[C:15]([C:18]3[CH:19]=[CH:20][C:21]([CH3:24])=[CH:22][CH:23]=3)=[CH:16][S:17][C:13]=2[C:12]([Br:25])=[CH:11][N:10]=1)[C:2]1[CH:3]=[CH:4][CH:5]=[CH:6][CH:7]=1. The catalyst class is: 1.